This data is from Full USPTO retrosynthesis dataset with 1.9M reactions from patents (1976-2016). The task is: Predict the reactants needed to synthesize the given product. Given the product [CH:12]1([CH2:15][C:16]2[O:18][N:20]=[C:21]([N:23]3[CH2:24][CH2:25][CH:26]([CH2:29][CH2:30][CH2:31][O:32][C:33]4[CH:45]=[CH:44][C:36]([C:37]([NH:39][C@H:40]([CH3:43])[CH2:41][OH:42])=[O:38])=[C:35]([CH3:46])[CH:34]=4)[CH2:27][CH2:28]3)[N:22]=2)[CH2:13][CH2:14]1, predict the reactants needed to synthesize it. The reactants are: C1C=CC2N(O)N=NC=2C=1.O.[CH:12]1([CH2:15][C:16]([OH:18])=O)[CH2:14][CH2:13]1.O[NH:20][C:21]([N:23]1[CH2:28][CH2:27][CH:26]([CH2:29][CH2:30][CH2:31][O:32][C:33]2[CH:45]=[CH:44][C:36]([C:37]([NH:39][C@H:40]([CH3:43])[CH2:41][OH:42])=[O:38])=[C:35]([CH3:46])[CH:34]=2)[CH2:25][CH2:24]1)=[NH:22].CCN=C=NCCCN(C)C.